The task is: Predict the reactants needed to synthesize the given product.. This data is from Full USPTO retrosynthesis dataset with 1.9M reactions from patents (1976-2016). (1) Given the product [C:19]([C:23]1[CH:33]=[CH:32][C:26]([C:27]([O:29][CH2:30][N:15]2[C:14](=[O:16])[O:13][N:12]=[C:11]2[C:7]2[CH:6]=[C:5]([C:4]([F:3])([F:17])[F:18])[CH:10]=[CH:9][N:8]=2)=[O:28])=[CH:25][CH:24]=1)([CH3:22])([CH3:20])[CH3:21], predict the reactants needed to synthesize it. The reactants are: [H-].[Na+].[F:3][C:4]([F:18])([F:17])[C:5]1[CH:10]=[CH:9][N:8]=[C:7]([C:11]2[NH:12][O:13][C:14](=[O:16])[N:15]=2)[CH:6]=1.[C:19]([C:23]1[CH:33]=[CH:32][C:26]([C:27]([O:29][CH2:30]Cl)=[O:28])=[CH:25][CH:24]=1)([CH3:22])([CH3:21])[CH3:20].[Cl-].[NH4+]. (2) Given the product [CH3:1][O:2][C:3]1[CH:4]=[C:5]([CH:15]=[CH:16][C:17]=1[N+:18]([O-:20])=[O:19])[C:6]([NH:8][CH2:9][CH2:10][N:11]1[CH2:14][CH2:22][CH2:13][CH2:12]1)=[O:7], predict the reactants needed to synthesize it. The reactants are: [CH3:1][O:2][C:3]1[CH:4]=[C:5]([CH:15]=[CH:16][C:17]=1[N+:18]([O-:20])=[O:19])[C:6]([NH:8][C@@H:9]1[CH2:13][CH2:12][N:11]([CH3:14])[CH2:10]1)=[O:7].N1(CCN)CCC[CH2:22]1. (3) Given the product [CH:58]([C@H:57]1[CH2:56][O:55][C:54](=[O:61])[N:53]1[C:50]1[CH:51]=[CH:52][N:47]2[N:46]=[CH:45][C:44]([C:41]3[CH:40]=[CH:39][C:38]([C:37]4[NH:32][C:33]([CH3:34])=[N:35][N:36]=4)=[CH:43][CH:42]=3)=[C:48]2[N:49]=1)([CH3:59])[CH3:60], predict the reactants needed to synthesize it. The reactants are: C1C=CC(P(C2C=CC=CC=2)C2C=CC=CC=2)=CC=1.C(N(CC)CC)C.C(Cl)(Cl)(Cl)Cl.[NH:32]=[C:33]([NH:35][NH:36][C:37](=O)[C:38]1[CH:43]=[CH:42][C:41]([C:44]2[CH:45]=[N:46][N:47]3[CH:52]=[CH:51][C:50]([N:53]4[C@@H:57]([CH:58]([CH3:60])[CH3:59])[CH2:56][O:55][C:54]4=[O:61])=[N:49][C:48]=23)=[CH:40][CH:39]=1)[CH3:34]. (4) Given the product [Br:1][C:2]1[CH:11]=[CH:10][CH:9]=[C:8]2[C:3]=1[CH:4]=[C:5]([N:13]1[CH2:18][CH2:17][N:16]([CH3:21])[CH:15]([CH2:19][OH:20])[CH2:14]1)[NH:6][C:7]2=[O:12], predict the reactants needed to synthesize it. The reactants are: [Br:1][C:2]1[CH:11]=[CH:10][CH:9]=[C:8]2[C:3]=1[CH:4]=[C:5]([N:13]1[CH2:18][CH2:17][NH:16][CH:15]([CH2:19][OH:20])[CH2:14]1)[NH:6][C:7]2=[O:12].[C:21]([BH3-])#N.[Na+].C(O)(=O)C. (5) The reactants are: [OH:1][C:2]1[CH:11]=[C:10]2[C:5]([C:6]([O:12][C:13]3[CH:18]=[CH:17][C:16]([NH:19][C:20]([C:22]4[C:23](=[O:35])[N:24]([C:29]5[CH:34]=[CH:33][CH:32]=[CH:31][CH:30]=5)[N:25]([CH3:28])[C:26]=4[CH3:27])=[O:21])=[CH:15][C:14]=3[F:36])=[CH:7][CH:8]=[N:9]2)=[CH:4][CH:3]=1.C(=O)([O-])[O-].[Cs+].[Cs+].CS(O[CH2:48][C@H:49]1[CH2:55][CH2:54][C:51]2([CH2:53][CH2:52]2)[O:50]1)(=O)=O. Given the product [CH2:52]1[C:51]2([CH2:54][CH2:55][C@H:49]([CH2:48][O:1][C:2]3[CH:11]=[C:10]4[C:5]([C:6]([O:12][C:13]5[CH:18]=[CH:17][C:16]([NH:19][C:20]([C:22]6[C:23](=[O:35])[N:24]([C:29]7[CH:30]=[CH:31][CH:32]=[CH:33][CH:34]=7)[N:25]([CH3:28])[C:26]=6[CH3:27])=[O:21])=[CH:15][C:14]=5[F:36])=[CH:7][CH:8]=[N:9]4)=[CH:4][CH:3]=3)[O:50]2)[CH2:53]1, predict the reactants needed to synthesize it.